From a dataset of Forward reaction prediction with 1.9M reactions from USPTO patents (1976-2016). Predict the product of the given reaction. (1) Given the reactants [Cl:1][C:2]1[N:3]([CH2:10][C:11]2([CH3:14])[CH2:13][O:12]2)[CH:4]=[C:5]([N+:7]([O-:9])=[O:8])[N:6]=1.[N:15]1([NH:21][C:22](=[O:28])[O:23][C:24]([CH3:27])([CH3:26])[CH3:25])[CH2:20][CH2:19][NH:18][CH2:17][CH2:16]1, predict the reaction product. The product is: [C:24]([O:23][C:22](=[O:28])[NH:21][N:15]1[CH2:20][CH2:19][N:18]([CH2:13][C:11]([OH:12])([CH3:14])[CH2:10][N:3]2[CH:4]=[C:5]([N+:7]([O-:9])=[O:8])[N:6]=[C:2]2[Cl:1])[CH2:17][CH2:16]1)([CH3:27])([CH3:25])[CH3:26]. (2) Given the reactants [Br:1][C:2]1[C:7]([C:8]([OH:10])=[O:9])=[C:6]([CH3:11])[C:5]([O:12][CH:13]([CH3:15])[CH3:14])=[CH:4][CH:3]=1.[C:16](Cl)(=O)C(Cl)=O.CN(C=O)C, predict the reaction product. The product is: [Br:1][C:2]1[C:7]([C:8]([O:10][CH3:16])=[O:9])=[C:6]([CH3:11])[C:5]([O:12][CH:13]([CH3:15])[CH3:14])=[CH:4][CH:3]=1. (3) Given the reactants [Na].C(O)C.Cl.[CH3:6][CH:7]([CH3:12])[CH2:8][C:9](=[NH:11])[NH2:10].[C:13](OCC)(=[O:20])[CH2:14][C:15](OCC)=[O:16], predict the reaction product. The product is: [CH2:8]([C:9]1[N:10]=[C:15]([OH:16])[CH:14]=[C:13]([OH:20])[N:11]=1)[CH:7]([CH3:12])[CH3:6].